Dataset: Catalyst prediction with 721,799 reactions and 888 catalyst types from USPTO. Task: Predict which catalyst facilitates the given reaction. (1) Reactant: [C:1]([C:5]1[CH:9]=[C:8]([C:10]2[CH:15]=[CH:14][CH:13]=[CH:12][CH:11]=2)[N:7]([CH2:16][C:17]2[CH:22]=[CH:21][C:20]([CH2:23][OH:24])=[CH:19][CH:18]=2)[N:6]=1)([CH3:4])([CH3:3])[CH3:2].[F:25][C:26]1[CH:31]=[C:30](O)[CH:29]=[CH:28][C:27]=1[CH2:33][CH2:34][C:35]([O:37][CH2:38][CH3:39])=[O:36].C1(P(C2C=CC=CC=2)C2C=CC=CC=2)C=CC=CC=1.N(C(OCC)=O)=NC(OCC)=O. Product: [C:1]([C:5]1[CH:9]=[C:8]([C:10]2[CH:15]=[CH:14][CH:13]=[CH:12][CH:11]=2)[N:7]([CH2:16][C:17]2[CH:18]=[CH:19][C:20]([CH2:23][O:24][C:30]3[CH:29]=[CH:28][C:27]([CH2:33][CH2:34][C:35]([O:37][CH2:38][CH3:39])=[O:36])=[C:26]([F:25])[CH:31]=3)=[CH:21][CH:22]=2)[N:6]=1)([CH3:4])([CH3:2])[CH3:3]. The catalyst class is: 4. (2) Reactant: Cl[C:2]1[N:7]=[C:6]([NH:8][CH3:9])[CH:5]=[CH:4][N:3]=1.C(N(C(C)C)CC)(C)C.[F:19][C:20]([F:38])([F:37])[C:21]1[CH:26]=[CH:25][CH:24]=[CH:23][C:22]=1[CH2:27][NH:28][C:29]([CH:31]1[CH2:36][CH2:35][NH:34][CH2:33][CH2:32]1)=[O:30]. Product: [CH3:9][NH:8][C:6]1[CH:5]=[CH:4][N:3]=[C:2]([N:34]2[CH2:35][CH2:36][CH:31]([C:29]([NH:28][CH2:27][C:22]3[CH:23]=[CH:24][CH:25]=[CH:26][C:21]=3[C:20]([F:19])([F:37])[F:38])=[O:30])[CH2:32][CH2:33]2)[N:7]=1. The catalyst class is: 8. (3) Reactant: [NH2:1][C:2]1[CH:3]=[C:4]2[C:9](=[C:10]([CH3:12])[CH:11]=1)[N:8]=[CH:7][C:6]([C:13]#[N:14])=[C:5]2[NH:15][C:16]1[CH:21]=[CH:20][CH:19]=[C:18]([Br:22])[CH:17]=1.[CH:23](=O)[C:24]1[CH:29]=[CH:28][CH:27]=[N:26][CH:25]=1.[BH3-]C#N.[Na+]. Product: [Br:22][C:18]1[CH:17]=[C:16]([NH:15][C:5]2[C:4]3[C:9](=[C:10]([CH3:12])[CH:11]=[C:2]([NH:1][CH2:23][C:24]4[CH:25]=[N:26][CH:27]=[CH:28][CH:29]=4)[CH:3]=3)[N:8]=[CH:7][C:6]=2[C:13]#[N:14])[CH:21]=[CH:20][CH:19]=1. The catalyst class is: 14. (4) Reactant: B(Br)(Br)Br.C[O:6][C:7]1[CH:12]=[CH:11][C:10]([O:13]C)=[CH:9][C:8]=1[C:15](=[O:25])[CH2:16][C:17]1[CH:22]=[CH:21][CH:20]=[C:19]([O:23]C)[CH:18]=1. Product: [OH:6][C:7]1[CH:12]=[CH:11][C:10]([OH:13])=[CH:9][C:8]=1[C:15](=[O:25])[CH2:16][C:17]1[CH:22]=[CH:21][CH:20]=[C:19]([OH:23])[CH:18]=1. The catalyst class is: 2. (5) Reactant: [C:1]1(=[O:11])[NH:5][C:4](=[O:6])[C:3]2=[CH:7][CH:8]=[CH:9][CH:10]=[C:2]12.C([O-])([O-])=O.[K+].[K+].[Br:18][C:19]1[CH:20]=[C:21]([CH:24]=[CH:25][CH:26]=1)[CH2:22]Br. Product: [Br:18][C:19]1[CH:20]=[C:21]([CH:24]=[CH:25][CH:26]=1)[CH2:22][N:5]1[C:1](=[O:11])[C:2]2[C:3](=[CH:7][CH:8]=[CH:9][CH:10]=2)[C:4]1=[O:6]. The catalyst class is: 18. (6) Reactant: [Br:1][C:2]1[CH:7]=[C:6]([F:8])[CH:5]=[CH:4][C:3]=1[N+:9]([O-])=O.[CH:12]([Mg]Br)=[CH2:13]. Product: [Br:1][C:2]1[CH:7]=[C:6]([F:8])[CH:5]=[C:4]2[C:3]=1[NH:9][CH:13]=[CH:12]2. The catalyst class is: 1.